This data is from Forward reaction prediction with 1.9M reactions from USPTO patents (1976-2016). The task is: Predict the product of the given reaction. Given the reactants [N:1]1([C:7]([OH:9])=[O:8])[CH2:5][CH2:4][CH2:3][C:2]1=[O:6].[O-2].[Zn+2:11].O.N[C@H](C([O-])=O)CCC([O-])=O.[Na+:23].[Na+], predict the reaction product. The product is: [Zn:11].[N:1]1([C:7]([O-:9])=[O:8])[CH2:5][CH2:4][CH2:3][C:2]1=[O:6].[Na+:23].